This data is from NCI-60 drug combinations with 297,098 pairs across 59 cell lines. The task is: Regression. Given two drug SMILES strings and cell line genomic features, predict the synergy score measuring deviation from expected non-interaction effect. Drug 1: C#CCC(CC1=CN=C2C(=N1)C(=NC(=N2)N)N)C3=CC=C(C=C3)C(=O)NC(CCC(=O)O)C(=O)O. Drug 2: CN(C(=O)NC(C=O)C(C(C(CO)O)O)O)N=O. Cell line: NCI-H460. Synergy scores: CSS=-3.97, Synergy_ZIP=3.03, Synergy_Bliss=-0.250, Synergy_Loewe=-1.74, Synergy_HSA=-5.34.